From a dataset of Reaction yield outcomes from USPTO patents with 853,638 reactions. Predict the reaction yield, written as a fraction of the theoretical maximum amount of product (1.0 means a 100% yield; for example, 0.34 means a 34% yield). (1) The reactants are [NH2:1][C:2]1[CH:28]=[CH:27][C:5]([CH2:6][C@@H:7]2[CH2:11][CH2:10][C@H:9]([C@H:12]([OH:19])[C:13]3[CH:18]=[CH:17][CH:16]=[CH:15][CH:14]=3)[N:8]2[C:20]([O:22][C:23]([CH3:26])([CH3:25])[CH3:24])=[O:21])=[CH:4][CH:3]=1.C1C(=O)N([Br:36])C(=O)C1. The catalyst is CN(C=O)C. The product is [NH2:1][C:2]1[CH:3]=[CH:4][C:5]([CH2:6][C@@H:7]2[CH2:11][CH2:10][C@H:9]([C@H:12]([OH:19])[C:13]3[CH:18]=[CH:17][CH:16]=[CH:15][CH:14]=3)[N:8]2[C:20]([O:22][C:23]([CH3:25])([CH3:24])[CH3:26])=[O:21])=[CH:27][C:28]=1[Br:36]. The yield is 0.900. (2) The reactants are [OH-].[Na+].[Br:3][C:4]1[CH:9]=[CH:8][N:7]=[C:6]2[NH:10][CH:11]=[CH:12][C:5]=12.[S:13](Cl)([C:16]1[CH:22]=[CH:21][C:19]([CH3:20])=[CH:18][CH:17]=1)(=[O:15])=[O:14]. The catalyst is [N+](CCCC)(CCCC)(CCCC)CCCC.[O-]S(O)(=O)=O.C(Cl)Cl. The product is [Br:3][C:4]1[CH:9]=[CH:8][N:7]=[C:6]2[N:10]([S:13]([C:16]3[CH:22]=[CH:21][C:19]([CH3:20])=[CH:18][CH:17]=3)(=[O:15])=[O:14])[CH:11]=[CH:12][C:5]=12. The yield is 0.700. (3) The reactants are C[O:2][C:3]([C:5]1[O:6][C:7]([C:10]2[CH:15]=[CH:14][CH:13]=[C:12]([F:16])[CH:11]=2)=[CH:8][CH:9]=1)=O.CS(O)(=O)=O.FC1C=CC=CC=1C1OC(C([NH:36][C:37]([NH2:39])=[NH:38])=O)=CC=1. The catalyst is CN(C=O)C.[Cl-].[Na+].O. The product is [F:16][C:12]1[CH:11]=[C:10]([C:7]2[O:6][C:5]([C:3]([NH:38][C:37]([NH2:39])=[NH:36])=[O:2])=[CH:9][CH:8]=2)[CH:15]=[CH:14][CH:13]=1. The yield is 0.890. (4) The reactants are [F:1][C:2]1[CH:7]=[CH:6][C:5]([S:8][CH2:9][CH2:10][CH2:11][C:12]([NH:14][C:15]2[C:24]3[C:19](=[CH:20][CH:21]=[CH:22][CH:23]=3)[CH:18]=[CH:17][CH:16]=2)=[O:13])=[CH:4][CH:3]=1.[H-].[Na+].I[CH3:28].O. The catalyst is CN(C)C=O. The product is [F:1][C:2]1[CH:3]=[CH:4][C:5]([S:8][CH2:9][CH2:10][CH2:11][C:12]([N:14]([CH3:28])[C:15]2[C:24]3[C:19](=[CH:20][CH:21]=[CH:22][CH:23]=3)[CH:18]=[CH:17][CH:16]=2)=[O:13])=[CH:6][CH:7]=1. The yield is 0.620. (5) The reactants are C1(C)C=CC=CC=1.[CH2:8]([O:10][C:11]1[CH:16]=[CH:15][C:14]([C:17]2[CH:22]=[CH:21][C:20]([CH:23]3[CH2:28][CH2:27][CH:26]([CH:29]4[CH2:34][CH2:33][CH:32]([CH2:35][CH2:36][CH3:37])[CH2:31][CH2:30]4)[O:25][C:24]3=[O:38])=[C:19]([F:39])[C:18]=2[F:40])=[C:13]([F:41])[C:12]=1[F:42])[CH3:9].[H-].C([Al+]CC(C)C)C(C)C. The catalyst is C(O)=O. The product is [CH2:8]([O:10][C:11]1[CH:16]=[CH:15][C:14]([C:17]2[CH:22]=[CH:21][C:20]([CH:23]3[CH2:28][CH2:27][CH:26]([CH:29]4[CH2:30][CH2:31][CH:32]([CH2:35][CH2:36][CH3:37])[CH2:33][CH2:34]4)[O:25][CH:24]3[OH:38])=[C:19]([F:39])[C:18]=2[F:40])=[C:13]([F:41])[C:12]=1[F:42])[CH3:9]. The yield is 0.990. (6) The reactants are C(OC(=O)C)C.[ClH:7].P(O[CH2:21][N:22]1[C:31]2[C:26](=[C:27]([F:36])[CH:28]=[CH:29][C:30]=2[O:32][CH2:33][CH2:34][CH3:35])[C:25](=[O:37])[C:24]([C:38]2[CH:43]=[CH:42][C:41]([O:44][CH3:45])=[CH:40][CH:39]=2)=[CH:23]1)(OC(C)(C)C)(OC(C)(C)C)=O. The catalyst is C(OCC)(=O)C. The product is [Cl:7][CH2:21][N:22]1[C:31]2[C:26](=[C:27]([F:36])[CH:28]=[CH:29][C:30]=2[O:32][CH2:33][CH2:34][CH3:35])[C:25](=[O:37])[C:24]([C:38]2[CH:43]=[CH:42][C:41]([O:44][CH3:45])=[CH:40][CH:39]=2)=[CH:23]1. The yield is 0.920. (7) The reactants are [OH:34][CH2:33][C@H:28]([NH:27][C:19]1[C:20]2[S:25][C:24](=[O:26])[NH:23][C:21]=2[N:22]=[C:17]([S:16][S:16][C:17]2[N:18]=[C:19]([NH:27][C@@H:28]([CH2:33][OH:34])[CH2:29][CH:30]([CH3:32])[CH3:31])[C:20]3[S:25][C:24](=[O:26])[NH:23][C:21]=3[N:22]=2)[N:18]=1)[CH2:29][CH:30]([CH3:32])[CH3:31].Br[CH:40]([C:42]1[CH:43]=[C:44]([C:48]([F:51])([F:50])[F:49])[CH:45]=[CH:46][CH:47]=1)[CH3:41]. No catalyst specified. The product is [OH:34][CH2:33][C@H:28]([NH:27][C:19]1[C:20]2[S:25][C:24](=[O:26])[NH:23][C:21]=2[N:22]=[C:17]([S:16][CH:40]([C:42]2[CH:47]=[CH:46][CH:45]=[C:44]([C:48]([F:49])([F:50])[F:51])[CH:43]=2)[CH3:41])[N:18]=1)[CH2:29][CH:30]([CH3:31])[CH3:32]. The yield is 0.310.